This data is from Full USPTO retrosynthesis dataset with 1.9M reactions from patents (1976-2016). The task is: Predict the reactants needed to synthesize the given product. (1) Given the product [CH3:27][O:28][C:29](=[O:40])[CH2:30][CH2:31][O:32][CH2:33][CH2:34][O:35][CH2:36][C:37](=[O:38])[NH:25][C:20]1[CH:21]=[CH:22][CH:23]=[CH:24][C:19]=1[S:16](=[O:18])(=[O:17])[NH:15][C:13]([C@@:8]1([NH:7][C:6]([O:5][C:1]([CH3:2])([CH3:3])[CH3:4])=[O:26])[CH2:10][C@H:9]1[CH:11]=[CH2:12])=[O:14], predict the reactants needed to synthesize it. The reactants are: [C:1]([O:5][C:6](=[O:26])[NH:7][C@:8]1([C:13]([NH:15][S:16]([C:19]2[CH:24]=[CH:23][CH:22]=[CH:21][C:20]=2[NH2:25])(=[O:18])=[O:17])=[O:14])[CH2:10][C@H:9]1[CH:11]=[CH2:12])([CH3:4])([CH3:3])[CH3:2].[CH3:27][O:28][C:29](=[O:40])[CH2:30][CH2:31][O:32][CH2:33][CH2:34][O:35][CH2:36][C:37](O)=[O:38].N1C2C=CC=CC=2N=N1.S(Cl)(Cl)=O.CCN(CC)CC. (2) Given the product [F:11][C:12]1[C:16]([F:17])=[CH:15][NH:14][C:13]=1[CH:4]=[O:5], predict the reactants needed to synthesize it. The reactants are: CN([CH:4]=[O:5])C.O=P(Cl)(Cl)Cl.[F:11][C:12]1[C:16]([F:17])=[CH:15][NH:14][CH:13]=1.CC([O-])=O.[Na+]. (3) Given the product [CH2:35]([O:37][C:38](=[O:47])[CH2:39][C:40]1[CH:41]=[N:42][CH:43]=[C:44]([C:20]2[CH:21]=[CH:22][CH:23]=[C:18]([C:17]3[O:16][N:15]=[C:14]([CH3:33])[C:13]=3[NH:12][C:11]([O:10][CH:8]([C:3]3[CH:4]=[CH:5][CH:6]=[CH:7][C:2]=3[Cl:1])[CH3:9])=[O:34])[CH:19]=2)[CH:45]=1)[CH3:36], predict the reactants needed to synthesize it. The reactants are: [Cl:1][C:2]1[CH:7]=[CH:6][CH:5]=[CH:4][C:3]=1[CH:8]([O:10][C:11](=[O:34])[NH:12][C:13]1[C:14]([CH3:33])=[N:15][O:16][C:17]=1[C:18]1[CH:23]=[CH:22][CH:21]=[C:20](B2OC(C)(C)C(C)(C)O2)[CH:19]=1)[CH3:9].[CH2:35]([O:37][C:38](=[O:47])[CH2:39][C:40]1[CH:41]=[N:42][CH:43]=[C:44](Br)[CH:45]=1)[CH3:36]. (4) Given the product [CH2:1]([N:8]1[CH2:13][CH2:12][N:11]([C:20]2[CH:25]=[CH:24][C:23]([CH3:26])=[CH:22][C:21]=2[N+:27]([O-:29])=[O:28])[CH:10]([CH2:14][C:15]([O:17][CH3:18])=[O:16])[CH2:9]1)[C:2]1[CH:3]=[CH:4][CH:5]=[CH:6][CH:7]=1, predict the reactants needed to synthesize it. The reactants are: [CH2:1]([N:8]1[CH2:13][CH2:12][NH:11][CH:10]([CH2:14][C:15]([O:17][CH3:18])=[O:16])[CH2:9]1)[C:2]1[CH:7]=[CH:6][CH:5]=[CH:4][CH:3]=1.F[C:20]1[CH:25]=[CH:24][C:23]([CH3:26])=[CH:22][C:21]=1[N+:27]([O-:29])=[O:28].C(=O)([O-])[O-].[K+].[K+]. (5) Given the product [CH3:1][O:2][C:3]1[CH:4]=[CH:5][C:6]([CH2:7][N:8]2[CH:12]=[C:11]3[C:13](=[O:19])[CH2:14][CH2:15][CH2:16][CH2:17][CH2:18][C:10]3=[N:9]2)=[CH:20][CH:21]=1, predict the reactants needed to synthesize it. The reactants are: [CH3:1][O:2][C:3]1[CH:21]=[CH:20][C:6]([CH2:7][N:8]2[CH:12]=[C:11]3[C:13](=[O:19])[CH2:14][CH2:15][CH2:16][CH:17]=[CH:18][C:10]3=[N:9]2)=[CH:5][CH:4]=1. (6) Given the product [Si:10]([O:9][CH2:8][C:5]1[C:4]([CH3:17])=[CH:3][C:2]([C:26]2[CH2:31][CH2:30][N:29]([C:32]([O:34][C:35]([CH3:38])([CH3:37])[CH3:36])=[O:33])[CH2:28][CH:27]=2)=[CH:7][N:6]=1)([C:13]([CH3:16])([CH3:15])[CH3:14])([CH3:12])[CH3:11], predict the reactants needed to synthesize it. The reactants are: Br[C:2]1[CH:3]=[C:4]([CH3:17])[C:5]([CH2:8][O:9][Si:10]([C:13]([CH3:16])([CH3:15])[CH3:14])([CH3:12])[CH3:11])=[N:6][CH:7]=1.CC1(C)C(C)(C)OB([C:26]2[CH2:27][CH2:28][N:29]([C:32]([O:34][C:35]([CH3:38])([CH3:37])[CH3:36])=[O:33])[CH2:30][CH:31]=2)O1. (7) Given the product [C:34]([OH:41])(=[O:40])/[CH:35]=[CH:36]/[C:37]([OH:39])=[O:38].[CH3:30][NH:31][CH2:1][C:3]1[CH:21]=[CH:20][C:6]([O:7][C:8]2[CH:15]=[C:14]([C:16]([F:19])([F:18])[F:17])[CH:13]=[CH:12][C:9]=2[C:10]#[N:11])=[CH:5][C:4]=1[C:22]1[CH:27]=[CH:26][CH:25]=[CH:24][CH:23]=1, predict the reactants needed to synthesize it. The reactants are: [CH:1]([C:3]1[CH:21]=[CH:20][C:6]([O:7][C:8]2[CH:15]=[C:14]([C:16]([F:19])([F:18])[F:17])[CH:13]=[CH:12][C:9]=2[C:10]#[N:11])=[CH:5][C:4]=1[C:22]1[CH:27]=[CH:26][CH:25]=[CH:24][CH:23]=1)=O.CN.[C:30]([BH3-])#[N:31].[Na+].[C:34]([OH:41])(=[O:40])/[CH:35]=[CH:36]/[C:37]([OH:39])=[O:38]. (8) The reactants are: C([O:3][C:4](=[O:36])[CH2:5][N:6]1[CH2:11][CH2:10][C:9]([OH:35])([C:12]2[CH:17]=[CH:16][C:15]([C:18]3[CH:19]=[N:20][C:21]([NH:24][C:25]4[CH:26]=[N:27][C:28]([C:31]([F:34])([F:33])[F:32])=[CH:29][CH:30]=4)=[CH:22][CH:23]=3)=[CH:14][CH:13]=2)[CH2:8][CH2:7]1)C.[Li+].[OH-]. Given the product [OH:35][C:9]1([C:12]2[CH:17]=[CH:16][C:15]([C:18]3[CH:19]=[N:20][C:21]([NH:24][C:25]4[CH:26]=[N:27][C:28]([C:31]([F:34])([F:33])[F:32])=[CH:29][CH:30]=4)=[CH:22][CH:23]=3)=[CH:14][CH:13]=2)[CH2:8][CH2:7][N:6]([CH2:5][C:4]([OH:36])=[O:3])[CH2:11][CH2:10]1, predict the reactants needed to synthesize it. (9) The reactants are: Cl[C:2]1[N:7]=[C:6]([O:8][C:9]2[CH:37]=[CH:36][CH:35]=[CH:34][C:10]=2[CH2:11][NH:12][C:13]([NH:15][C:16]2[N:20]([C:21]3[CH:26]=[CH:25][C:24]([O:27][CH3:28])=[C:23]([CH3:29])[CH:22]=3)[N:19]=[C:18]([C:30]([CH3:33])([CH3:32])[CH3:31])[CH:17]=2)=[O:14])[CH:5]=[CH:4][N:3]=1.[NH:38]1[CH2:43][CH2:42][O:41][CH2:40][CH2:39]1. Given the product [O:41]1[CH2:42][CH2:43][N:38]([C:2]2[N:7]=[C:6]([O:8][C:9]3[CH:37]=[CH:36][CH:35]=[CH:34][C:10]=3[CH2:11][NH:12][C:13]([NH:15][C:16]3[N:20]([C:21]4[CH:26]=[CH:25][C:24]([O:27][CH3:28])=[C:23]([CH3:29])[CH:22]=4)[N:19]=[C:18]([C:30]([CH3:33])([CH3:31])[CH3:32])[CH:17]=3)=[O:14])[CH:5]=[CH:4][N:3]=2)[CH2:39][CH2:40]1, predict the reactants needed to synthesize it. (10) The reactants are: [NH2:1][C:2]1[N:3]=[CH:4][CH:5]=[C:6]2[C:11]=1[C:10](=[O:12])[N:9]([CH3:13])[C:8]1[CH:14]=[C:15]([Cl:18])[CH:16]=[CH:17][C:7]2=1.[H-].[Na+].Cl[CH2:22][C:23]1[CH:28]=[CH:27][C:26]([O:29][CH3:30])=[CH:25][CH:24]=1. Given the product [Cl:18][C:15]1[CH:16]=[CH:17][C:7]2[C:6]3[C:11](=[C:2]([NH:1][CH2:22][C:23]4[CH:28]=[CH:27][C:26]([O:29][CH3:30])=[CH:25][CH:24]=4)[N:3]=[CH:4][CH:5]=3)[C:10](=[O:12])[N:9]([CH3:13])[C:8]=2[CH:14]=1, predict the reactants needed to synthesize it.